Dataset: Full USPTO retrosynthesis dataset with 1.9M reactions from patents (1976-2016). Task: Predict the reactants needed to synthesize the given product. Given the product [Cl:27][C:19]1[CH:20]=[C:21]([Cl:26])[C:22]([O:24][CH3:25])=[CH:23][C:18]=1[NH:17][C:9]1[C:8]2[C:13](=[CH:14][C:5]([O:4][CH2:3][CH2:2][N:35]3[CH2:36][CH2:37][N:32]([CH2:30][CH3:31])[CH2:33][CH2:34]3)=[C:6]([O:28][CH3:29])[CH:7]=2)[N:12]=[CH:11][C:10]=1[C:15]#[N:16], predict the reactants needed to synthesize it. The reactants are: Cl[CH2:2][CH2:3][O:4][C:5]1[CH:14]=[C:13]2[C:8]([C:9]([NH:17][C:18]3[CH:23]=[C:22]([O:24][CH3:25])[C:21]([Cl:26])=[CH:20][C:19]=3[Cl:27])=[C:10]([C:15]#[N:16])[CH:11]=[N:12]2)=[CH:7][C:6]=1[O:28][CH3:29].[CH2:30]([N:32]1[CH2:37][CH2:36][NH:35][CH2:34][CH2:33]1)[CH3:31].